This data is from Forward reaction prediction with 1.9M reactions from USPTO patents (1976-2016). The task is: Predict the product of the given reaction. (1) The product is: [Br:1][C:2]1[CH:3]=[C:4]([NH2:9])[C:5]([Cl:8])=[N:6][CH:7]=1. Given the reactants [Br:1][C:2]1[CH:3]=[C:4]([N+:9]([O-])=O)[C:5]([Cl:8])=[N:6][CH:7]=1.[Sn](Cl)Cl, predict the reaction product. (2) Given the reactants [Br:1][C:2]1[CH:7]=[CH:6][C:5]([CH2:8][C:9]([O:11][CH2:12][CH3:13])=[O:10])=[CH:4][CH:3]=1.CC(C)([O-])C.[K+].[CH2:20](Br)[C:21]1[CH:26]=[CH:25][CH:24]=[CH:23][CH:22]=1, predict the reaction product. The product is: [CH2:12]([O:11][C:9](=[O:10])[CH:8]([C:5]1[CH:4]=[CH:3][C:2]([Br:1])=[CH:7][CH:6]=1)[CH2:20][C:21]1[CH:26]=[CH:25][CH:24]=[CH:23][CH:22]=1)[CH3:13]. (3) Given the reactants Cl[CH:2]([C:8]1[CH:13]=[CH:12][C:11]([C:14]([F:17])([F:16])[F:15])=[CH:10][CH:9]=1)[CH2:3][N:4]1[CH2:7][CH2:6][CH2:5]1.[F:18][C:19]1[CH:24]=[CH:23][C:22]([C:25]2[C:26]([NH2:37])=[N:27][CH:28]=[N:29][C:30]=2[N:31]2[CH2:36][CH2:35][NH:34][CH2:33][CH2:32]2)=[CH:21][CH:20]=1.CCN(C(C)C)C(C)C, predict the reaction product. The product is: [N:4]1([CH2:3][CH:2]([N:34]2[CH2:35][CH2:36][N:31]([C:30]3[N:29]=[CH:28][N:27]=[C:26]([NH2:37])[C:25]=3[C:22]3[CH:23]=[CH:24][C:19]([F:18])=[CH:20][CH:21]=3)[CH2:32][CH2:33]2)[C:8]2[CH:13]=[CH:12][C:11]([C:14]([F:17])([F:16])[F:15])=[CH:10][CH:9]=2)[CH2:7][CH2:6][CH2:5]1. (4) Given the reactants [C:1](Cl)(=[O:9])[CH:2]([CH2:6][CH2:7][CH3:8])[CH2:3][CH2:4][CH3:5].S(Cl)(Cl)=O.C(O)(=O)C(CCC)CCC.[NH2:25][C:26]([NH2:28])=[O:27], predict the reaction product. The product is: [CH2:3]([CH:2]([CH2:6][CH2:7][CH3:8])[C:1]([NH:25][C:26]([NH2:28])=[O:27])=[O:9])[CH2:4][CH3:5]. (5) Given the reactants [N+:1]([C:4]1[CH:5]=[C:6]([S:10](Cl)(=[O:12])=[O:11])[CH:7]=[CH:8][CH:9]=1)([O-])=O.[NH:14]1[CH2:20][CH2:19][CH2:18][C@H:15]1[CH2:16][OH:17], predict the reaction product. The product is: [NH2:1][C:4]1[CH:5]=[C:6]([S:10]([N:14]2[CH2:20][CH2:19][CH2:18][C@H:15]2[CH2:16][OH:17])(=[O:12])=[O:11])[CH:7]=[CH:8][CH:9]=1. (6) The product is: [CH3:1][C:2]1[CH:3]=[CH:4][C:5]([S:8]([O:11][CH2:12][CH:13]2[CH2:17][C:16]3[CH:18]=[CH:19][CH:20]=[C:21]([C:31]4[CH:32]=[CH:33][C:34]5[C:39](=[CH:38][CH:37]=[CH:36][CH:35]=5)[CH:30]=4)[C:15]=3[O:14]2)(=[O:9])=[O:10])=[CH:6][CH:7]=1. Given the reactants [CH3:1][C:2]1[CH:7]=[CH:6][C:5]([S:8]([O:11][CH2:12][CH:13]2[CH2:17][C:16]3[CH:18]=[CH:19][CH:20]=[C:21](OS(C(F)(F)F)(=O)=O)[C:15]=3[O:14]2)(=[O:10])=[O:9])=[CH:4][CH:3]=1.[CH:30]1[C:39]2[C:34](=[CH:35][CH:36]=[CH:37][CH:38]=2)[CH:33]=[CH:32][C:31]=1B(O)O.P([O-])([O-])([O-])=O.[K+].[K+].[K+].CC1C=CC(S(OCC2CC3C=CC=C(C4C=C(C(F)(F)F)C=C(C(F)(F)F)C=4)C=3O2)(=O)=O)=CC=1, predict the reaction product. (7) Given the reactants C[O:2][C:3](=[O:29])[CH2:4][N:5]([S:18]([C:21]1[CH:26]=[CH:25][C:24]([Br:27])=[CH:23][C:22]=1[Cl:28])(=[O:20])=[O:19])[CH2:6][CH2:7][O:8][C:9]1[CH:10]=[C:11]2[C:15](=[CH:16][CH:17]=1)[CH2:14][CH2:13][CH2:12]2.O.[OH-].[Na+].Cl, predict the reaction product. The product is: [Br:27][C:24]1[CH:25]=[CH:26][C:21]([S:18]([N:5]([CH2:4][C:3]([OH:29])=[O:2])[CH2:6][CH2:7][O:8][C:9]2[CH:10]=[C:11]3[C:15](=[CH:16][CH:17]=2)[CH2:14][CH2:13][CH2:12]3)(=[O:19])=[O:20])=[C:22]([Cl:28])[CH:23]=1.